The task is: Regression. Given a peptide amino acid sequence and an MHC pseudo amino acid sequence, predict their binding affinity value. This is MHC class II binding data.. This data is from Peptide-MHC class II binding affinity with 134,281 pairs from IEDB. (1) The peptide sequence is NLNIKLNMPLYIAGN. The MHC is DRB1_0405 with pseudo-sequence DRB1_0405. The binding affinity (normalized) is 0.246. (2) The peptide sequence is LWEKLCYLIRVPDFN. The MHC is DRB1_0101 with pseudo-sequence DRB1_0101. The binding affinity (normalized) is 0.525. (3) The peptide sequence is GSDPKKLVLNIKYTRPGDSL. The MHC is HLA-DQA10101-DQB10501 with pseudo-sequence HLA-DQA10101-DQB10501. The binding affinity (normalized) is 0.0454. (4) The peptide sequence is DGPIRRNPAGNVARP. The MHC is DRB1_0101 with pseudo-sequence DRB1_0101. The binding affinity (normalized) is 0.821. (5) The binding affinity (normalized) is 0.650. The peptide sequence is YDKFLACVSTVLTGK. The MHC is DRB1_0802 with pseudo-sequence DRB1_0802. (6) The peptide sequence is LMIVLQINMLVLTHG. The MHC is DRB1_0101 with pseudo-sequence DRB1_0101. The binding affinity (normalized) is 0.149. (7) The peptide sequence is GEPKGAAESSSKAAL. The MHC is HLA-DQA10501-DQB10201 with pseudo-sequence HLA-DQA10501-DQB10201. The binding affinity (normalized) is 0. (8) The peptide sequence is TLWQRPLVTIKIGGQLMEAL. The MHC is H-2-IAd with pseudo-sequence H-2-IAd. The binding affinity (normalized) is 0.757.